Task: Predict the reaction yield, written as a fraction of the theoretical maximum amount of product (1.0 means a 100% yield; for example, 0.34 means a 34% yield).. Dataset: Reaction yield outcomes from USPTO patents with 853,638 reactions The reactants are C([O:3][CH:4](OCC)[C:5]1[CH:23]=[CH:22][C:8]([CH2:9][N:10]([CH3:21])[C:11](=[O:20])[O:12][CH2:13][C:14]2[CH:19]=[CH:18][CH:17]=[CH:16][CH:15]=2)=[CH:7][CH:6]=1)C.C(=O)([O-])[O-].[K+].[K+]. The catalyst is Cl. The product is [CH:4]([C:5]1[CH:6]=[CH:7][C:8]([CH2:9][N:10]([CH3:21])[C:11](=[O:20])[O:12][CH2:13][C:14]2[CH:15]=[CH:16][CH:17]=[CH:18][CH:19]=2)=[CH:22][CH:23]=1)=[O:3]. The yield is 0.920.